Dataset: Full USPTO retrosynthesis dataset with 1.9M reactions from patents (1976-2016). Task: Predict the reactants needed to synthesize the given product. (1) Given the product [CH3:26][N:27]([CH3:33])[C@@H:28]1[CH2:32][CH2:31][N:30]([C:19]([C:18]2[CH:22]=[CH:23][C:15]([N:12]3[C:13]([OH:14])=[C:9]([C:6]4[CH:7]=[CH:8][C:3]([C:1]#[N:2])=[C:4]([F:25])[C:5]=4[CH3:24])[CH:10]=[N:11]3)=[N:16][CH:17]=2)=[O:21])[CH2:29]1, predict the reactants needed to synthesize it. The reactants are: [C:1]([C:3]1[CH:8]=[CH:7][C:6]([C:9]2[CH:10]=[N:11][N:12]([C:15]3[CH:23]=[CH:22][C:18]([C:19]([OH:21])=O)=[CH:17][N:16]=3)[C:13]=2[OH:14])=[C:5]([CH3:24])[C:4]=1[F:25])#[N:2].[CH3:26][N:27]([CH3:33])[C@@H:28]1[CH2:32][CH2:31][NH:30][CH2:29]1. (2) Given the product [CH:5]1([C:8]2[C:9]([O:18][CH2:19][CH:20]3[CH2:21][CH2:22][NH:23][CH2:24][CH2:25]3)=[CH:10][C:11]([F:17])=[C:12]([CH:16]=2)[C:13]([O:15][CH3:26])=[O:14])[CH2:6][CH2:7]1, predict the reactants needed to synthesize it. The reactants are: S(Cl)(Cl)=O.[CH:5]1([C:8]2[C:9]([O:18][CH2:19][CH:20]3[CH2:25][CH2:24][NH:23][CH2:22][CH2:21]3)=[CH:10][C:11]([F:17])=[C:12]([CH:16]=2)[C:13]([OH:15])=[O:14])[CH2:7][CH2:6]1.[CH3:26]O. (3) Given the product [Cl:44][C:41]1[CH:42]=[CH:43][C:38]([CH2:37][C:29]2[N:28]=[C:27]([NH:16][CH:13]3[CH2:14][CH2:15][N:10]([C:6]4[CH:5]=[C:4]([CH3:3])[N:9]=[CH:8][N:7]=4)[CH2:11][CH2:12]3)[N:32]=[C:31]([C:33]([OH:36])([CH3:35])[CH3:34])[CH:30]=2)=[CH:39][CH:40]=1, predict the reactants needed to synthesize it. The reactants are: Cl.Cl.[CH3:3][C:4]1[N:9]=[CH:8][N:7]=[C:6]([N:10]2[CH2:15][CH2:14][CH:13]([NH2:16])[CH2:12][CH2:11]2)[CH:5]=1.C(N(CC)C(C)C)(C)C.Cl[C:27]1[N:32]=[C:31]([C:33]([OH:36])([CH3:35])[CH3:34])[CH:30]=[C:29]([CH2:37][C:38]2[CH:43]=[CH:42][C:41]([Cl:44])=[CH:40][CH:39]=2)[N:28]=1. (4) The reactants are: [CH2:1]([N:3]([CH2:50][CH3:51])[C:4]1[CH:9]=[CH:8][C:7]([NH:10][C:11](=[O:30])[C:12]2[CH:29]=[CH:28][CH:27]=[C:14]([C:15]([N:17]([CH3:26])[CH2:18][CH2:19][N:20]3[CH2:25][CH2:24][NH:23][CH2:22][CH2:21]3)=[O:16])[CH:13]=2)=[C:6]([C:31]2[CH:36]=[C:35]([C:37](=[O:49])[NH:38][C@@H:39]3[C:48]4[C:43](=[CH:44][CH:45]=[CH:46][CH:47]=4)[CH2:42][CH2:41][CH2:40]3)[CH:34]=[CH:33][N:32]=2)[CH:5]=1)[CH3:2].[C:52](=O)([O:76]C1C=CC([N+]([O-])=O)=CC=1)[O:53][CH2:54][CH2:55][O:56][CH2:57][CH2:58][O:59][CH2:60][CH2:61][O:62][CH2:63][CH2:64][O:65][CH2:66][CH2:67][O:68][CH2:69][CH2:70][O:71][CH2:72][CH2:73][O:74][CH3:75]. Given the product [CH3:75][O:74][CH2:73][CH2:72][O:71][CH2:70][CH2:69][O:68][CH2:67][CH2:66][O:65][CH2:64][CH2:63][O:62][CH2:61][CH2:60][O:59][CH2:58][CH2:57][O:56][CH2:55][CH2:54][O:53][C:52]([N:23]1[CH2:24][CH2:25][N:20]([CH2:19][CH2:18][N:17]([CH3:26])[C:15](=[O:16])[C:14]2[CH:27]=[CH:28][CH:29]=[C:12]([C:11](=[O:30])[NH:10][C:7]3[CH:8]=[CH:9][C:4]([N:3]([CH2:1][CH3:2])[CH2:50][CH3:51])=[CH:5][C:6]=3[C:31]3[CH:36]=[C:35]([C:37](=[O:49])[NH:38][C@@H:39]4[C:48]5[C:43](=[CH:44][CH:45]=[CH:46][CH:47]=5)[CH2:42][CH2:41][CH2:40]4)[CH:34]=[CH:33][N:32]=3)[CH:13]=2)[CH2:21][CH2:22]1)=[O:76], predict the reactants needed to synthesize it. (5) Given the product [NH2:8][C:9]1[C:14]([C:15]([C:17]2[CH:22]=[CH:21][CH:20]=[CH:19][C:18]=2[O:23][CH3:24])=[O:16])=[CH:13][N:12]=[C:11]([NH:25][CH:26]2[CH2:31][CH2:30][N:29]([S:40]([CH3:39])(=[O:42])=[O:41])[CH2:28][CH2:27]2)[N:10]=1, predict the reactants needed to synthesize it. The reactants are: FC(F)(F)C(O)=O.[NH2:8][C:9]1[C:14]([C:15]([C:17]2[CH:22]=[CH:21][CH:20]=[CH:19][C:18]=2[O:23][CH3:24])=[O:16])=[CH:13][N:12]=[C:11]([NH:25][CH:26]2[CH2:31][CH2:30][NH:29][CH2:28][CH2:27]2)[N:10]=1.C(N(CC)CC)C.[CH3:39][S:40](Cl)(=[O:42])=[O:41].